From a dataset of Reaction yield outcomes from USPTO patents with 853,638 reactions. Predict the reaction yield, written as a fraction of the theoretical maximum amount of product (1.0 means a 100% yield; for example, 0.34 means a 34% yield). (1) The reactants are [N:1]1([CH2:6][CH2:7][O:8][C:9]2[CH:14]=[CH:13][C:12]([NH2:15])=[CH:11][CH:10]=2)[CH2:5][CH2:4][CH2:3][CH2:2]1.[F:16][C:17]1[CH:25]=[CH:24][CH:23]=[C:22]2[C:18]=1[C:19](=[CH:27]O)[C:20](=[O:26])[NH:21]2. No catalyst specified. The product is [F:16][C:17]1[CH:25]=[CH:24][CH:23]=[C:22]2[C:18]=1[C:19](=[CH:27][NH:15][C:12]1[CH:11]=[CH:10][C:9]([O:8][CH2:7][CH2:6][N:1]3[CH2:5][CH2:4][CH2:3][CH2:2]3)=[CH:14][CH:13]=1)[C:20](=[O:26])[NH:21]2. The yield is 0.770. (2) The reactants are [CH:1]([NH:4][C:5](=[O:26])[C:6]1[CH:11]=[CH:10][C:9]([O:12][CH2:13][C:14]2[C:15]([C:20]3[CH:25]=[CH:24][CH:23]=[CH:22][CH:21]=3)=[N:16][O:17][C:18]=2[CH3:19])=[N:8][CH:7]=1)([CH3:3])[CH3:2].[CH3:27]C1ON=C(C2C=CC=CC=2)C=1COC1C=CC(C(NC2CCOCC2)=O)=CN=1. No catalyst specified. The product is [CH:1]([N:4]([CH3:27])[C:5](=[O:26])[C:6]1[CH:11]=[CH:10][C:9]([O:12][CH2:13][C:14]2[C:15]([C:20]3[CH:25]=[CH:24][CH:23]=[CH:22][CH:21]=3)=[N:16][O:17][C:18]=2[CH3:19])=[N:8][CH:7]=1)([CH3:3])[CH3:2]. The yield is 0.330. (3) The reactants are [C:1]([C:3]1[CH:8]=[CH:7][CH:6]=[CH:5][C:4]=1[C:9]1[CH:14]=[CH:13][C:12]([CH2:15][N:16]2[C:20]3[C:21]([C:25]([O:27][CH2:28][CH3:29])=[O:26])=[CH:22][CH:23]=[CH:24][C:19]=3[N:18]=[C:17]2[NH:30][CH2:31][CH2:32][CH3:33])=[CH:11][CH:10]=1)#[N:2].C[Sn]([N:38]=[N+:39]=[N-:40])(C)C. The catalyst is C1(C)C=CC=CC=1. The product is [CH2:31]([NH:30][C:17]1[N:16]([CH2:15][C:12]2[CH:11]=[CH:10][C:9]([C:4]3[CH:5]=[CH:6][CH:7]=[CH:8][C:3]=3[C:1]3[NH:40][N:39]=[N:38][N:2]=3)=[CH:14][CH:13]=2)[C:20]2[C:21]([C:25]([O:27][CH2:28][CH3:29])=[O:26])=[CH:22][CH:23]=[CH:24][C:19]=2[N:18]=1)[CH2:32][CH3:33]. The yield is 0.770. (4) The reactants are Cl.[NH2:2][C@H:3]([CH2:7][CH3:8])[C:4]([NH2:6])=[O:5].[Cl:9][C:10]1[C:15]([C:16]#[N:17])=[CH:14][C:13]([F:18])=[C:12](Cl)[N:11]=1.CCN(C(C)C)C(C)C.CCOC(C)=O. The catalyst is CN1C(=O)CCC1. The product is [Cl:9][C:10]1[N:11]=[C:12]([NH:2][C@H:3]([CH2:7][CH3:8])[C:4]([NH2:6])=[O:5])[C:13]([F:18])=[CH:14][C:15]=1[C:16]#[N:17]. The yield is 0.980. (5) The reactants are [CH3:1][O:2][C:3]1[CH:8]=[CH:7][C:6]([C:9]2[S:10][CH:11]=[C:12]([CH2:14]O)[N:13]=2)=[CH:5][CH:4]=1.P(Br)(Br)[Br:17].O. The catalyst is C1(C)C=CC=CC=1. The product is [Br:17][CH2:14][C:12]1[N:13]=[C:9]([C:6]2[CH:7]=[CH:8][C:3]([O:2][CH3:1])=[CH:4][CH:5]=2)[S:10][CH:11]=1. The yield is 0.840. (6) The reactants are [C:1]12([C:11]3[CH:12]=[C:13]([C:18]4[CH:23]=[CH:22][C:21](Br)=[CH:20][CH:19]=4)[CH:14]=[CH:15][C:16]=3[OH:17])[CH2:10][CH:5]3[CH2:6][CH:7]([CH2:9][CH:3]([CH2:4]3)[CH2:2]1)[CH2:8]2.[C:25]([O:29][C:30]([CH3:33])([CH3:32])[CH3:31])(=[O:28])[CH:26]=[CH2:27].CCN(CC)CC.CN1C(=O)CCC1. The catalyst is [Cl-].C([N+](CCCC)(CCCC)CCCC)CCC.C(Cl)Cl.O1CCOCC1.CC([O-])=O.CC([O-])=O.[Pd+2].O. The product is [C:30]([O:29][C:25](=[O:28])/[CH:26]=[CH:27]/[C:21]1[CH:20]=[CH:19][C:18]([C:13]2[CH:14]=[CH:15][C:16]([OH:17])=[C:11]([C:1]34[CH2:2][CH:3]5[CH2:9][CH:7]([CH2:6][CH:5]([CH2:4]5)[CH2:10]3)[CH2:8]4)[CH:12]=2)=[CH:23][CH:22]=1)([CH3:33])([CH3:32])[CH3:31]. The yield is 0.930.